Dataset: Reaction yield outcomes from USPTO patents with 853,638 reactions. Task: Predict the reaction yield, written as a fraction of the theoretical maximum amount of product (1.0 means a 100% yield; for example, 0.34 means a 34% yield). (1) The reactants are [Cl:1][C:2]1[CH:8]=[CH:7][CH:6]=[C:5]([N+:9]([O-])=O)[C:3]=1[NH2:4].N1[CH:17]=[CH:16][CH:15]=[CH:14]C=1.C1(C(Cl)=O)CC1.N. The catalyst is CC(N(C)C)=O.O.CO. The product is [Cl:1][C:2]1[C:3]2[NH:4][C:14]([CH:15]3[CH2:17][CH2:16]3)=[N:9][C:5]=2[CH:6]=[CH:7][CH:8]=1. The yield is 0.360. (2) The reactants are [C:1]([N:4]1[C:13]2[C:8](=[CH:9][C:10]([C:14]3[CH:22]=[CH:21][C:17]([C:18]([OH:20])=O)=[CH:16][CH:15]=3)=[CH:11][CH:12]=2)[C@H:7]([NH:23][C:24]2[CH:29]=[CH:28][C:27]([C:30]#[N:31])=[CH:26][N:25]=2)[CH2:6][C@@H:5]1[CH3:32])(=[O:3])[CH3:2].C(Cl)CCl.C1C=CC2N(O)N=NC=2C=1.Cl.C([N:50]1CC[O:53][CH2:52][CH2:51]1)C.NCCO.C1C=CC2N(O)N=NC=2C=1. The catalyst is CN(C=O)C. The product is [C:1]([N:4]1[C:13]2[C:8](=[CH:9][C:10]([C:14]3[CH:15]=[CH:16][C:17]([C:18]([NH:50][CH2:51][CH2:52][OH:53])=[O:20])=[CH:21][CH:22]=3)=[CH:11][CH:12]=2)[C@H:7]([NH:23][C:24]2[CH:29]=[CH:28][C:27]([C:30]#[N:31])=[CH:26][N:25]=2)[CH2:6][C@@H:5]1[CH3:32])(=[O:3])[CH3:2]. The yield is 0.0800. (3) The reactants are C([O:3][C:4]([C:6]1([S:28]([C:31]2[CH:36]=[CH:35][C:34]([O:37][CH2:38][CH2:39][CH2:40][CH3:41])=[CH:33][CH:32]=2)(=[O:30])=[O:29])[CH2:11][CH2:10][N:9]([CH2:12][C:13]2[CH:18]=[CH:17][C:16]([O:19][CH2:20][CH2:21][N:22]3[CH2:27][CH2:26][CH2:25][CH2:24][CH2:23]3)=[CH:15][CH:14]=2)[CH2:8][CH2:7]1)=[O:5])C. The catalyst is C1COCC1.CO.[OH-].[Na+]. The product is [CH2:38]([O:37][C:34]1[CH:33]=[CH:32][C:31]([S:28]([C:6]2([C:4]([OH:5])=[O:3])[CH2:7][CH2:8][N:9]([CH2:12][C:13]3[CH:18]=[CH:17][C:16]([O:19][CH2:20][CH2:21][N:22]4[CH2:23][CH2:24][CH2:25][CH2:26][CH2:27]4)=[CH:15][CH:14]=3)[CH2:10][CH2:11]2)(=[O:30])=[O:29])=[CH:36][CH:35]=1)[CH2:39][CH2:40][CH3:41]. The yield is 0.410. (4) The reactants are [CH2:1]([N:8]([CH2:21][C:22]1[CH:27]=[CH:26][CH:25]=[CH:24][CH:23]=1)[C:9]1[C:18]2[C:13](=[CH:14][CH:15]=[C:16]([O:19][CH3:20])[CH:17]=2)[CH:12]=[CH:11][CH:10]=1)[C:2]1[CH:7]=[CH:6][CH:5]=[CH:4][CH:3]=1.[OH-].[Na+].Cl.[O:31]1CCC[CH2:32]1. No catalyst specified. The product is [CH2:21]([N:8]([CH2:1][C:2]1[CH:3]=[CH:4][CH:5]=[CH:6][CH:7]=1)[C:9]1[C:18]2[C:13](=[CH:14][CH:15]=[C:16]([O:19][CH3:20])[CH:17]=2)[C:12]([CH:32]=[O:31])=[CH:11][CH:10]=1)[C:22]1[CH:27]=[CH:26][CH:25]=[CH:24][CH:23]=1. The yield is 0.980. (5) The reactants are OC1C=CC(C(C2C=CC(O)=CC=2)(C)C)=CC=1.ClC1C=CC(C(C2C=CC(Cl)=CC=2)=O)=CC=1.C([O-])([O-])=O.[K+].[K+].[N+]([C:43]1[CH:44]=[C:45]([C:51]#[N:52])[C:46](=[CH:49][CH:50]=1)[C:47]#[N:48])([O-])=O.Cl. The catalyst is C1(C)C=CC=CC=1.CS(C)=O. The product is [C:51](#[N:52])[C:45]1[C:46](=[CH:49][CH:50]=[CH:43][CH:44]=1)[C:47]#[N:48]. The yield is 0.970. (6) The reactants are [CH3:1][CH:2]([N:4]1[C:12]2[CH:11]=[C:10]([C:13]([F:16])([F:15])[F:14])[CH:9]=[C:8]([C:17](O)=[O:18])[C:7]=2[CH:6]=[CH:5]1)[CH3:3].[NH2:20][CH2:21][C:22]1[C:23](=[O:30])[NH:24][C:25]([CH3:29])=[CH:26][C:27]=1[CH3:28].CN1CCOCC1.ON1C2N=CC=CC=2N=N1.C(Cl)CCl. The catalyst is CS(C)=O. The product is [CH3:28][C:27]1[CH:26]=[C:25]([CH3:29])[NH:24][C:23](=[O:30])[C:22]=1[CH2:21][NH:20][C:17]([C:8]1[C:7]2[CH:6]=[CH:5][N:4]([CH:2]([CH3:3])[CH3:1])[C:12]=2[CH:11]=[C:10]([C:13]([F:15])([F:16])[F:14])[CH:9]=1)=[O:18]. The yield is 0.630. (7) The reactants are [CH:1]([N:4]1[CH2:9][CH2:8][CH:7]([C:10]2[CH:11]=[CH:12][C:13](=O)[NH:14][N:15]=2)[CH2:6][CH2:5]1)([CH3:3])[CH3:2].O=P(Cl)(Cl)[Cl:19]. No catalyst specified. The product is [ClH:19].[Cl:19][C:13]1[N:14]=[N:15][C:10]([CH:7]2[CH2:8][CH2:9][N:4]([CH:1]([CH3:3])[CH3:2])[CH2:5][CH2:6]2)=[CH:11][CH:12]=1. The yield is 0.880.